From a dataset of CYP2D6 inhibition data for predicting drug metabolism from PubChem BioAssay. Regression/Classification. Given a drug SMILES string, predict its absorption, distribution, metabolism, or excretion properties. Task type varies by dataset: regression for continuous measurements (e.g., permeability, clearance, half-life) or binary classification for categorical outcomes (e.g., BBB penetration, CYP inhibition). Dataset: cyp2d6_veith. (1) The compound is CCCCc1c(O)cc(-c2cccnc2)n(-c2ccc(Cl)cc2)c1=O. The result is 0 (non-inhibitor). (2) The molecule is COc1ccc(-c2nc3cnc(N4CCN(C)CC4)nc3n(Cc3cccc(OC)c3)c2=O)cc1. The result is 0 (non-inhibitor). (3) The result is 0 (non-inhibitor). The drug is Cc1c(Cl)cc(C(C)(C)C)c(O)c1Cc1c(C)c(Cl)cc(C(C)(C)C)c1O.